From a dataset of Full USPTO retrosynthesis dataset with 1.9M reactions from patents (1976-2016). Predict the reactants needed to synthesize the given product. (1) Given the product [OH:27][C:28]1[CH:35]=[CH:34][C:2]([CH2:1][NH:3][C:4](=[O:26])[C:5]2[CH:10]=[CH:9][CH:8]=[C:7]([NH:11][C:12]3[C:13]4[N:14]([N:23]=[CH:24][N:25]=4)[C:15]([C:18]4[CH:19]=[N:20][NH:21][CH:22]=4)=[CH:16][N:17]=3)[CH:6]=2)=[CH:30][CH:29]=1, predict the reactants needed to synthesize it. The reactants are: [CH2:1]([NH:3][C:4](=[O:26])[C:5]1[CH:10]=[CH:9][CH:8]=[C:7]([NH:11][C:12]2[C:13]3[N:14]([N:23]=[CH:24][N:25]=3)[C:15]([C:18]3[CH:19]=[N:20][NH:21][CH:22]=3)=[CH:16][N:17]=2)[CH:6]=1)[CH3:2].[OH:27][C:28]1[CH:35]=[CH:34]C(CN)=[CH:30][CH:29]=1. (2) Given the product [CH3:29][C:26]1[N:25]=[CH:24][C:23]([CH:5]([CH2:6][CH2:7][CH2:8][CH2:9][CH2:10][CH2:11][CH2:12][C:13]2[CH:22]=[CH:21][C:20]3[CH2:19][CH2:18][CH2:17][NH:16][C:15]=3[N:14]=2)[C:4]([OH:30])=[O:3])=[CH:28][N:27]=1, predict the reactants needed to synthesize it. The reactants are: C([O:3][C:4](=[O:30])[CH:5]([C:23]1[CH:24]=[N:25][C:26]([CH3:29])=[N:27][CH:28]=1)[CH2:6][CH2:7][CH2:8][CH2:9][CH2:10][CH2:11][CH2:12][C:13]1[CH:22]=[CH:21][C:20]2[CH2:19][CH2:18][CH2:17][NH:16][C:15]=2[N:14]=1)C.[OH-].[Na+].Cl. (3) Given the product [CH3:1][O:2][C:3]1[CH:4]=[CH:5][C:6]([CH2:7][N:8]2[C:12]3[N:13]=[CH:14][C:15]4[CH2:16][N:17]([C:38]([NH2:39])=[NH:33])[CH2:18][CH2:19][C:20]=4[C:11]=3[CH:10]=[N:9]2)=[CH:21][CH:22]=1, predict the reactants needed to synthesize it. The reactants are: [CH3:1][O:2][C:3]1[CH:22]=[CH:21][C:6]([CH2:7][N:8]2[C:12]3[N:13]=[CH:14][C:15]4[CH2:16][NH:17][CH2:18][CH2:19][C:20]=4[C:11]=3[CH:10]=[N:9]2)=[CH:5][CH:4]=1.CCN(C(C)C)C(C)C.Cl.[N:33]1([C:38](=N)[NH2:39])C=CC=N1. (4) Given the product [C:1]1([C:11]2[S:12][CH:13]=[C:14]([Br:16])[N:15]=2)[CH:6]=[CH:5][CH:4]=[CH:3][CH:2]=1, predict the reactants needed to synthesize it. The reactants are: [C:1]1(B(O)O)[CH:6]=[CH:5][CH:4]=[CH:3][CH:2]=1.Br[C:11]1[S:12][CH:13]=[C:14]([Br:16])[N:15]=1.C1(C)C=CC=CC=1.C(=O)([O-])[O-].[Na+].[Na+]. (5) The reactants are: [Cl:1][C:2]1[CH:3]=[C:4]2[C:13](=[CH:14][CH:15]=1)[C:12]([NH:16][CH2:17][CH2:18][CH2:19][CH2:20][CH2:21][CH2:22][CH2:23][NH2:24])=[C:11]1[C:6]([CH2:7][CH2:8][CH2:9][CH2:10]1)=[N:5]2.Cl[C:26]1[C:27]2[C:32]([N:33]=[C:34]3[C:39]=1[CH:38]=[CH:37][CH:36]=[CH:35]3)=[CH:31][CH:30]=[CH:29][CH:28]=2. Given the product [CH:28]1[C:27]2[C:32](=[N:33][C:34]3[C:39]([C:26]=2[NH:24][CH2:23][CH2:22][CH2:21][CH2:20][CH2:19][CH2:18][CH2:17][NH:16][C:12]2[C:13]4[C:4]([N:5]=[C:6]5[C:11]=2[CH2:10][CH2:9][CH2:8][CH2:7]5)=[CH:3][C:2]([Cl:1])=[CH:15][CH:14]=4)=[CH:38][CH:37]=[CH:36][CH:35]=3)[CH:31]=[CH:30][CH:29]=1, predict the reactants needed to synthesize it. (6) Given the product [F:16][C:17]([F:44])([C:30]1[CH:35]=[CH:34][C:33]([O:36][CH2:37][CH2:38][CH2:39][C:40]([F:43])([F:42])[F:41])=[CH:32][CH:31]=1)[O:18][C:19]1[CH:24]=[CH:23][C:22](/[CH:25]=[CH:26]/[C:27]([O:15][CH2:14][CH2:13][C:5]2[CH:6]=[CH:7][C:8]([N+:10]([O-:12])=[O:11])=[CH:9][C:4]=2[N+:1]([O-:3])=[O:2])=[O:28])=[CH:21][CH:20]=1, predict the reactants needed to synthesize it. The reactants are: [N+:1]([C:4]1[CH:9]=[C:8]([N+:10]([O-:12])=[O:11])[CH:7]=[CH:6][C:5]=1[CH2:13][CH2:14][OH:15])([O-:3])=[O:2].[F:16][C:17]([F:44])([C:30]1[CH:35]=[CH:34][C:33]([O:36][CH2:37][CH2:38][CH2:39][C:40]([F:43])([F:42])[F:41])=[CH:32][CH:31]=1)[O:18][C:19]1[CH:24]=[CH:23][C:22](/[CH:25]=[CH:26]/[C:27](O)=[O:28])=[CH:21][CH:20]=1.Cl.CN(C)CCCN=C=NCC. (7) Given the product [F:1][C:2]1[CH:3]=[N:4][CH:5]=[CH:6][C:7]=1[CH:8]1[C:15]([C:17]2[C:26]3[C:21](=[CH:22][CH:23]=[CH:24][CH:25]=3)[CH:20]=[CH:19][CH:18]=2)=[N:28][NH:27][C:10](=[O:11])[CH2:9]1, predict the reactants needed to synthesize it. The reactants are: [F:1][C:2]1[CH:3]=[N:4][CH:5]=[CH:6][C:7]=1[CH:8]([C:15]([C:17]1[C:26]2[C:21](=[CH:22][CH:23]=[CH:24][CH:25]=2)[CH:20]=[CH:19][CH:18]=1)=O)[CH2:9][C:10](OCC)=[O:11].[NH2:27][NH2:28].C(O)(=O)C.